This data is from Full USPTO retrosynthesis dataset with 1.9M reactions from patents (1976-2016). The task is: Predict the reactants needed to synthesize the given product. (1) Given the product [CH2:32]([C:4]1[CH:5]=[C:6]2[C:11](=[CH:12][CH:13]=1)[O:10][C:9](=[O:14])[CH:8]=[C:7]2[NH:15][CH:16]1[CH2:21][CH2:20][N:19]([CH2:22][CH:23]=[CH:24][C:25]2[CH:26]=[CH:27][CH:28]=[CH:29][CH:30]=2)[CH2:18][CH2:17]1)[CH2:33][CH2:34][CH3:35], predict the reactants needed to synthesize it. The reactants are: N#N.Br[C:4]1[CH:5]=[C:6]2[C:11](=[CH:12][CH:13]=1)[O:10][C:9](=[O:14])[CH:8]=[C:7]2[NH:15][CH:16]1[CH2:21][CH2:20][N:19]([CH2:22][CH:23]=[CH:24][C:25]2[CH:30]=[CH:29][CH:28]=[CH:27][CH:26]=2)[CH2:18][CH2:17]1.[Br-].[CH2:32]([Zn+])[CH2:33][CH2:34][CH3:35]. (2) Given the product [CH3:1][O:2][C:3]([C:5]1[CH:6]=[C:7]([CH3:31])[C:8]2[O:14][C:13]3[C:15]([Cl:27])=[CH:16][C:17]([NH:19][C:20](=[O:26])[CH2:21][O:22][C:23](=[O:25])[CH3:24])=[CH:18][C:12]=3[CH2:11][S:10](=[O:29])(=[O:28])[C:9]=2[CH:30]=1)=[O:4].[CH3:1][O:2][C:3]([C:5]1[CH:6]=[C:7]([CH3:31])[C:8]2[O:14][C:13]3[C:15]([Cl:27])=[CH:16][C:17]([NH:19][C:20](=[O:26])[CH2:21][OH:22])=[CH:18][C:12]=3[CH2:11][S:10](=[O:29])(=[O:28])[C:9]=2[CH:30]=1)=[O:4], predict the reactants needed to synthesize it. The reactants are: [CH3:1][O:2][C:3]([C:5]1[CH:6]=[C:7]([CH3:31])[C:8]2[O:14][C:13]3[C:15]([Cl:27])=[CH:16][C:17]([NH:19][C:20](=[O:26])[CH2:21][O:22][C:23](=[O:25])[CH3:24])=[CH:18][C:12]=3[CH2:11][S:10](=[O:29])(=[O:28])[C:9]=2[CH:30]=1)=[O:4].COC(C1C=C(C)C2OC3C(Cl)=CC(NC(=O)CCl)=CC=3CS(=O)(=O)C=2C=1)=O. (3) Given the product [OH:21][C@@H:20]1[C@H:19]([OH:22])[C@@H:18]([CH2:23][OH:24])[O:17][C@H:16]1[N:13]1[CH:12]=[N:11][C:10]2[C:14]1=[N:15][C:7]([C:5]([NH:4][CH2:3][CH2:2][NH:1][C:47]([NH:46][CH2:45][CH2:44][N:43]([CH:54]([CH3:56])[CH3:55])[CH:40]([CH3:41])[CH3:42])=[O:48])=[O:6])=[N:8][C:9]=2[NH:25][CH2:26][CH:27]([C:34]1[CH:39]=[CH:38][CH:37]=[CH:36][CH:35]=1)[C:28]1[CH:29]=[CH:30][CH:31]=[CH:32][CH:33]=1, predict the reactants needed to synthesize it. The reactants are: [NH2:1][CH2:2][CH2:3][NH:4][C:5]([C:7]1[N:15]=[C:14]2[C:10]([N:11]=[CH:12][N:13]2[C@H:16]2[C@H:20]([OH:21])[C@H:19]([OH:22])[C@@H:18]([CH2:23][OH:24])[O:17]2)=[C:9]([NH:25][CH2:26][CH:27]([C:34]2[CH:39]=[CH:38][CH:37]=[CH:36][CH:35]=2)[C:28]2[CH:33]=[CH:32][CH:31]=[CH:30][CH:29]=2)[N:8]=1)=[O:6].[CH:40]([N:43]([CH:54]([CH3:56])[CH3:55])[CH2:44][CH2:45][NH:46][C:47](N1C=CN=C1)=[O:48])([CH3:42])[CH3:41].